Task: Predict which catalyst facilitates the given reaction.. Dataset: Catalyst prediction with 721,799 reactions and 888 catalyst types from USPTO (1) Reactant: [H-].[Na+].[NH2:3][C:4]1[CH:9]=[N:8][C:7]([Sn:10]([CH2:19][CH2:20][CH2:21][CH3:22])([CH2:15][CH2:16][CH2:17][CH3:18])[CH2:11][CH2:12][CH2:13][CH3:14])=[CH:6][N:5]=1.[CH3:23][S:24](Cl)(=[O:26])=[O:25]. Product: [CH3:23][S:24]([NH:3][C:4]1[CH:9]=[N:8][C:7]([Sn:10]([CH2:15][CH2:16][CH2:17][CH3:18])([CH2:19][CH2:20][CH2:21][CH3:22])[CH2:11][CH2:12][CH2:13][CH3:14])=[CH:6][N:5]=1)(=[O:26])=[O:25]. The catalyst class is: 1. (2) Reactant: Cl[C:2]1[CH:7]=[C:6]([Cl:8])[N:5]=[CH:4][N:3]=1.[C:9](=[N:22][NH2:23])([C:16]1[CH:21]=[CH:20][CH:19]=[CH:18][CH:17]=1)[C:10]1[CH:15]=[CH:14][CH:13]=[CH:12][CH:11]=1.CC(C)([O-])C.[Na+].C1(B(O)O)C=CC=CC=1.C1(P(C2C=CC=CC=2)C2C=CC3C(=CC=CC=3)C=2C2C3C(=CC=CC=3)C=CC=2P(C2C=CC=CC=2)C2C=CC=CC=2)C=CC=CC=1. Product: [Cl:8][C:6]1[N:5]=[CH:4][N:3]=[C:2]([NH:23][N:22]=[C:9]([C:10]2[CH:15]=[CH:14][CH:13]=[CH:12][CH:11]=2)[C:16]2[CH:21]=[CH:20][CH:19]=[CH:18][CH:17]=2)[CH:7]=1. The catalyst class is: 167. (3) Reactant: [CH2:1]([O:3][C:4](=[O:47])[C:5]1[CH:10]=[CH:9][CH:8]=[CH:7][C:6]=1[C:11]1[C:20]2[CH2:21][N:22]([CH2:25][C:26]3[CH:31]=[CH:30][C:29]([F:32])=[CH:28][CH:27]=3)[C:23](=[O:24])[C:19]=2[C:18]([O:33]C(C2C=CC=CC=2)C2C=CC=CC=2)=[C:17]2[C:12]=1[CH:13]=[CH:14][CH:15]=[N:16]2)[CH3:2].[F:48][C:49]([F:54])([F:53])[C:50]([OH:52])=[O:51].C([SiH](CC)CC)C. Product: [CH2:1]([O:3][C:4](=[O:47])[C:5]1[CH:10]=[CH:9][CH:8]=[CH:7][C:6]=1[C:11]1[C:20]2[CH2:21][N:22]([CH2:25][C:26]3[CH:27]=[CH:28][C:29]([F:32])=[CH:30][CH:31]=3)[C:23](=[O:24])[C:19]=2[C:18]([OH:33])=[C:17]2[C:12]=1[CH:13]=[CH:14][CH:15]=[N:16]2)[CH3:2].[C:50]([OH:52])([C:49]([F:54])([F:53])[F:48])=[O:51]. The catalyst class is: 4. (4) Reactant: [C:1]([O:5][C:6]([NH:8][CH2:9][CH2:10][CH2:11][CH2:12][CH2:13][C:14]([OH:16])=O)=[O:7])([CH3:4])([CH3:3])[CH3:2].C(N(CC)CC)C.[B-](F)(F)(F)F.CN(C(ON1C(=O)CCC1=O)=[N+](C)C)C.[Cl-].[NH3+:45][C:46]([CH3:65])([CH3:64])[CH2:47][O:48][C:49]1[CH:58]=[CH:57][CH:56]=[C:55]2[C:50]=1[C:51]([NH3+:63])=[C:52]([C:60]([OH:62])=[O:61])[C:53]([CH3:59])=[N:54]2.[Cl-]. Product: [NH2:63][C:51]1[C:50]2[C:55](=[CH:56][CH:57]=[CH:58][C:49]=2[O:48][CH2:47][C:46]([NH:45][C:14](=[O:16])[CH2:13][CH2:12][CH2:11][CH2:10][CH2:9][NH:8][C:6]([O:5][C:1]([CH3:2])([CH3:3])[CH3:4])=[O:7])([CH3:65])[CH3:64])[N:54]=[C:53]([CH3:59])[C:52]=1[C:60]([OH:62])=[O:61]. The catalyst class is: 726. (5) Reactant: [F:1][C:2]1[C:7]([F:8])=[CH:6][CH:5]=[CH:4][C:3]=1[C:9]1([OH:14])[CH2:13][CH2:12][NH:11][CH2:10]1.C(=O)([O-])[O-].[K+].[K+].[CH2:21](Br)[CH2:22][CH2:23][CH3:24].C(O)(=O)C(O)=O. Product: [CH2:21]([N:11]1[CH2:12][CH2:13][C:9]([C:3]2[CH:4]=[CH:5][CH:6]=[C:7]([F:8])[C:2]=2[F:1])([OH:14])[CH2:10]1)[CH2:22][CH2:23][CH3:24]. The catalyst class is: 10. (6) Reactant: [Br:1][C:2]1[N:3]=[C:4]([C:7]([OH:9])=O)[S:5][CH:6]=1.[NH2:10][CH:11]([CH2:21][C:22]1[CH:27]=[CH:26][CH:25]=[CH:24][CH:23]=1)[CH2:12][NH:13][C:14](=[O:20])[O:15][C:16]([CH3:19])([CH3:18])[CH3:17].C(N(C(C)C)CC)(C)C.C1CN([P+](Br)(N2CCCC2)N2CCCC2)CC1.F[P-](F)(F)(F)(F)F. Product: [Br:1][C:2]1[N:3]=[C:4]([C:7]([NH:10][CH:11]([CH2:21][C:22]2[CH:23]=[CH:24][CH:25]=[CH:26][CH:27]=2)[CH2:12][NH:13][C:14](=[O:20])[O:15][C:16]([CH3:19])([CH3:17])[CH3:18])=[O:9])[S:5][CH:6]=1. The catalyst class is: 2. (7) Reactant: [N:1]1[CH:6]=[CH:5][CH:4]=[CH:3][C:2]=1[C:7]([C:10]1[CH:15]=[CH:14][CH:13]=[CH:12][N:11]=1)=[N:8]O.C([O-])(=O)C.[NH4+].[OH-].[Na+]. Product: [N:1]1[CH:6]=[CH:5][CH:4]=[CH:3][C:2]=1[CH:7]([C:10]1[CH:15]=[CH:14][CH:13]=[CH:12][N:11]=1)[NH2:8]. The catalyst class is: 490. (8) Product: [C:1]1([C:7]2[CH:11]=[C:10]([CH:12]=[O:13])[O:9][N:8]=2)[CH:2]=[CH:3][CH:4]=[CH:5][CH:6]=1. The catalyst class is: 13. Reactant: [C:1]1([C:7]2[CH:11]=[C:10]([CH2:12][OH:13])[O:9][N:8]=2)[CH:6]=[CH:5][CH:4]=[CH:3][CH:2]=1.I(C1C=CC=CC=1C(O)=O)(=O)=O. (9) Reactant: CS(O[C@H:6]1[CH2:10][CH2:9][N:8]([CH2:11][CH2:12][C:13]2[CH:18]=[CH:17][C:16]([N:19]3[CH2:23][CH2:22][CH2:21][CH2:20]3)=[CH:15][CH:14]=2)[CH2:7]1)(=O)=O.[Br:24][C:25]1[CH:39]=[CH:38][CH:37]=[CH:36][C:26]=1[CH2:27][O:28][C:29]1[CH:35]=[CH:34][CH:33]=[CH:32][C:30]=1[NH2:31].C(=O)([O-])[O-].[K+].[K+]. Product: [N:19]1([C:16]2[CH:17]=[CH:18][C:13]([CH2:12][CH2:11][N:8]3[CH2:9][CH2:10][C@@H:6]([NH:31][C:30]4[CH:32]=[CH:33][CH:34]=[CH:35][C:29]=4[O:28][CH2:27][C:26]4[CH:36]=[CH:37][CH:38]=[CH:39][C:25]=4[Br:24])[CH2:7]3)=[CH:14][CH:15]=2)[CH2:23][CH2:22][CH2:21][CH2:20]1. The catalyst class is: 10.